This data is from Retrosynthesis with 50K atom-mapped reactions and 10 reaction types from USPTO. The task is: Predict the reactants needed to synthesize the given product. (1) Given the product CN(C)CCNc1nccc2oc(S(N)(=O)=O)cc12, predict the reactants needed to synthesize it. The reactants are: CN(C)CCN.NS(=O)(=O)c1cc2c(Cl)nccc2o1. (2) Given the product NC(=O)C=Cc1cc(O)cc2cc(-c3ccc(O)cc3)oc12, predict the reactants needed to synthesize it. The reactants are: C=CC(N)=O.Oc1ccc(-c2cc3cc(O)cc(Br)c3o2)cc1. (3) Given the product CC(O)(CCCC#N)C1CCCC1, predict the reactants needed to synthesize it. The reactants are: CC(=O)CCCC#N.[Mg+]C1CCCC1. (4) Given the product Cc1ccc(C(=O)NCCO)cc1-n1c(C)cc(OCc2ccccc2CNC(=O)Nc2cc(C(C)(C)C)nn2-c2ccc(O)cc2)c(Cl)c1=O, predict the reactants needed to synthesize it. The reactants are: Cc1ccc(C(=O)O)cc1-n1c(C)cc(OCc2ccccc2CNC(=O)Nc2cc(C(C)(C)C)nn2-c2ccc(O)cc2)c(Cl)c1=O.NCCO. (5) Given the product CCOC(=O)C(Cc1cccc(OC(F)(F)C(F)F)c1)C(O)c1ccc(Br)cc1, predict the reactants needed to synthesize it. The reactants are: CCOC(=O)C(Cc1cccc(OC(F)(F)C(F)F)c1)C(=O)c1ccc(Br)cc1.